The task is: Regression. Given a peptide amino acid sequence and an MHC pseudo amino acid sequence, predict their binding affinity value. This is MHC class II binding data.. This data is from Peptide-MHC class II binding affinity with 134,281 pairs from IEDB. (1) The peptide sequence is VHFQPLPPAVVKLSDALIAT. The MHC is DRB1_0405 with pseudo-sequence DRB1_0405. The binding affinity (normalized) is 0.250. (2) The peptide sequence is LASSCQVAFSYFPPP. The MHC is DRB1_0101 with pseudo-sequence DRB1_0101. The binding affinity (normalized) is 0.149. (3) The MHC is DRB4_0101 with pseudo-sequence DRB4_0103. The peptide sequence is KSKFNILSSPLFNNF. The binding affinity (normalized) is 0.547. (4) The MHC is DRB1_0901 with pseudo-sequence DRB1_0901. The binding affinity (normalized) is 0.303. The peptide sequence is SYIAEMETESWIVDR. (5) The peptide sequence is GAEVHIGNGGPCLFM. The MHC is DRB5_0101 with pseudo-sequence DRB5_0101. The binding affinity (normalized) is 0.0901. (6) The peptide sequence is LDEVYNAAYNAADHA. The MHC is HLA-DQA10201-DQB10202 with pseudo-sequence HLA-DQA10201-DQB10202. The binding affinity (normalized) is 0.0928.